Predict the reactants needed to synthesize the given product. From a dataset of Full USPTO retrosynthesis dataset with 1.9M reactions from patents (1976-2016). (1) Given the product [CH3:18][O:17][C:14]1[CH:15]=[C:16]2[C:11](/[C:9](=[N:25]/[NH:24][C:22](=[O:23])[CH2:21][CH:20]([CH3:26])[CH3:19])/[C:7](=[O:8])[N:6]2[CH2:1][CH2:2][CH2:3][CH2:4][CH3:5])=[CH:12][CH:13]=1, predict the reactants needed to synthesize it. The reactants are: [CH2:1]([N:6]1[C:16]2[C:11](=[CH:12][CH:13]=[C:14]([O:17][CH3:18])[CH:15]=2)[C:9](=O)[C:7]1=[O:8])[CH2:2][CH2:3][CH2:4][CH3:5].[CH3:19][CH:20]([CH3:26])[CH2:21][C:22]([NH:24][NH2:25])=[O:23]. (2) Given the product [S:1]1[C:5]2[CH:6]=[CH:7][CH:8]=[CH:9][C:4]=2[N:3]=[C:2]1[N:10]([CH2:34][O:35][CH2:36][CH2:37][Si:38]([CH3:41])([CH3:40])[CH3:39])[C:11]([C:13]1[CH:14]=[CH:15][CH:16]=[C:17]2[C:22]=1[CH2:21][N:20]([C:23]1[S:24][C:25]([I:72])=[C:26]([C:28]([O:30][CH3:31])=[O:29])[N:27]=1)[CH2:19][CH2:18]2)=[O:12], predict the reactants needed to synthesize it. The reactants are: [S:1]1[C:5]2[CH:6]=[CH:7][CH:8]=[CH:9][C:4]=2[N:3]=[C:2]1[N:10]([CH2:34][O:35][CH2:36][CH2:37][Si:38]([CH3:41])([CH3:40])[CH3:39])[C:11]([C:13]1[CH:14]=[CH:15][CH:16]=[C:17]2[C:22]=1[CH2:21][N:20]([C:23]1[S:24][C:25](Br)=[C:26]([C:28]([O:30][CH2:31]C)=[O:29])[N:27]=1)[CH2:19][CH2:18]2)=[O:12].S1C2C=CC=CC=2N=C1NC(C1C=CC=C2C=1CN(C1SC([I:72])=C(C([O-])=O)N=1)CC2)=O.